From a dataset of Forward reaction prediction with 1.9M reactions from USPTO patents (1976-2016). Predict the product of the given reaction. Given the reactants [CH3:1][C:2]1[C:11]2[N:10]3[CH:12]=[CH:13][CH:14]=[C:9]3[C:8](=[O:15])[NH:7][C:6]=2[N:5]=[CH:4][CH:3]=1.[H-].[Na+].[CH3:18][O:19][C:20](=[O:23])[CH2:21]Br, predict the reaction product. The product is: [CH3:1][C:2]1[C:11]2[N:10]3[CH:12]=[CH:13][CH:14]=[C:9]3[C:8](=[O:15])[N:7]([CH2:21][C:20]([O:19][CH3:18])=[O:23])[C:6]=2[N:5]=[CH:4][CH:3]=1.